The task is: Predict the product of the given reaction.. This data is from Forward reaction prediction with 1.9M reactions from USPTO patents (1976-2016). (1) Given the reactants [CH3:1][S:2](Cl)(=[O:4])=[O:3].[NH:6]1[C:10]2[CH:11]=[CH:12][CH:13]=[CH:14][C:9]=2[N:8]=[N:7]1.N1C=CC=CC=1, predict the reaction product. The product is: [CH3:1][S:2]([N:6]1[C:10]2[CH:11]=[CH:12][CH:13]=[CH:14][C:9]=2[N:8]=[N:7]1)(=[O:4])=[O:3]. (2) The product is: [CH3:11][C:9]1[CH:8]=[CH:7][C:5]2[NH:6][C:2]([S:1][C:13]3[S:17][C:16]([CH:18]=[O:19])=[CH:15][CH:14]=3)=[N:3][C:4]=2[CH:10]=1. Given the reactants [SH:1][C:2]1[NH:3][C:4]2[CH:10]=[C:9]([CH3:11])[CH:8]=[CH:7][C:5]=2[N:6]=1.Br[C:13]1[S:17][C:16]([CH:18]=[O:19])=[CH:15][CH:14]=1.C(=O)([O-])[O-].[K+].[K+].O, predict the reaction product. (3) Given the reactants ONC([C:5]1[CH:10]=[CH:9][C:8]([C:11]2[O:12][C:13]3[CH:19]=[C:18]([C:20]([NH:22][OH:23])=[NH:21])[CH:17]=[CH:16][C:14]=3[CH:15]=2)=[CH:7][CH:6]=1)=N.Cl, predict the reaction product. The product is: [OH:23][NH:22][C:20]([C:10]1[CH:9]=[C:8]([C:11]2[O:12][C:13]3[CH:19]=[C:18]([C:20]([NH:22][OH:23])=[NH:21])[CH:17]=[CH:16][C:14]=3[CH:15]=2)[CH:7]=[CH:6][CH:5]=1)=[NH:21]. (4) The product is: [OH:32][C:28]([CH3:29])([CH3:27])[C:30]#[C:31][C:2]1[CH:3]=[C:4]2[C:15]3([CH2:19][O:18][C:17]([NH2:20])=[N:16]3)[C:14]3[C:9](=[N:10][CH:11]=[C:12]([Br:21])[CH:13]=3)[O:8][C:5]2=[CH:6][CH:7]=1. Given the reactants I[C:2]1[CH:3]=[C:4]2[C:15]3([CH2:19][O:18][C:17]([NH2:20])=[N:16]3)[C:14]3[C:9](=[N:10][CH:11]=[C:12]([Br:21])[CH:13]=3)[O:8][C:5]2=[CH:6][CH:7]=1.C1COCC1.[CH3:27][C:28]([OH:32])([C:30]#[CH:31])[CH3:29].C(NC(C)C)(C)C, predict the reaction product.